This data is from Forward reaction prediction with 1.9M reactions from USPTO patents (1976-2016). The task is: Predict the product of the given reaction. Given the reactants [CH:1]([CH:3]=[CH2:4])=[O:2].[F:5][C:6]([Si](C)(C)C)([F:8])[F:7].CCCC[N+](CCCC)(CCCC)CCCC.[F-].Br[CH2:32][C:33]([O:35][C:36]([CH3:39])([CH3:38])[CH3:37])=[O:34].[OH-].[Na+], predict the reaction product. The product is: [F:5][C:6]([F:8])([F:7])[CH:1]([O:2][CH2:32][C:33]([O:35][C:36]([CH3:39])([CH3:38])[CH3:37])=[O:34])[CH:3]=[CH2:4].